This data is from Full USPTO retrosynthesis dataset with 1.9M reactions from patents (1976-2016). The task is: Predict the reactants needed to synthesize the given product. (1) The reactants are: [CH2:1]([O:3][C:4](=[O:25])[C:5]1[CH:10]=[CH:9][C:8]([N:11]2[C:19]3[C:14](=[CH:15][CH:16]=[C:17]([N+:20]([O-])=O)[CH:18]=3)[C:13]([C:23]#[N:24])=[CH:12]2)=[CH:7][CH:6]=1)[CH3:2].O1CCCC1. Given the product [CH2:1]([O:3][C:4](=[O:25])[C:5]1[CH:6]=[CH:7][C:8]([N:11]2[C:19]3[C:14](=[CH:15][CH:16]=[C:17]([NH2:20])[CH:18]=3)[C:13]([C:23]#[N:24])=[CH:12]2)=[CH:9][CH:10]=1)[CH3:2], predict the reactants needed to synthesize it. (2) Given the product [C:1]([C:3]1[CH:8]=[CH:7][C:6]([C:9]2[CH2:15][C@H:14]3[N:11]([C:12](=[O:19])[C@@H:13]3[C@H:16]([OH:18])[CH3:17])[C:10]=2[C:20]([O:22][CH2:25][CH2:26][N:27]2[CH2:32][CH2:31][O:30][CH2:29][CH2:28]2)=[O:21])=[CH:5][CH:4]=1)#[N:2], predict the reactants needed to synthesize it. The reactants are: [C:1]([C:3]1[CH:8]=[CH:7][C:6]([C:9]2[CH2:15][C@H:14]3[N:11]([C:12](=[O:19])[C@@H:13]3[C@H:16]([OH:18])[CH3:17])[C:10]=2[C:20]([O-:22])=[O:21])=[CH:5][CH:4]=1)#[N:2].[Na+].Cl[CH2:25][CH2:26][N:27]1[CH2:32][CH2:31][O:30][CH2:29][CH2:28]1.